This data is from Full USPTO retrosynthesis dataset with 1.9M reactions from patents (1976-2016). The task is: Predict the reactants needed to synthesize the given product. Given the product [CH3:33][O:32][C:11]1[CH:12]=[C:13]2[C:18](=[CH:19][C:10]=1[O:9][CH2:8][CH2:7][NH:44][C:45]([CH2:46][C:41]([CH3:49])([CH3:42])[CH2:40][C:34]([OH:35])=[O:37])=[O:47])[N:17]=[CH:16][CH:15]=[C:14]2[O:20][C:21]1[C:22]([CH3:31])=[N:23][C:24]2[C:29]([CH:30]=1)=[CH:28][CH:27]=[CH:26][CH:25]=2, predict the reactants needed to synthesize it. The reactants are: CN(C)C=O.Cl[CH2:7][CH2:8][O:9][C:10]1[CH:19]=[C:18]2[C:13]([C:14]([O:20][C:21]3[C:22]([CH3:31])=[N:23][C:24]4[C:29]([CH:30]=3)=[CH:28][CH:27]=[CH:26][CH:25]=4)=[CH:15][CH:16]=[N:17]2)=[CH:12][C:11]=1[O:32][CH3:33].[C:34](=[O:37])([O-])[O-:35].[K+].[K+].[CH3:40][C:41]1([CH3:49])[CH2:46][C:45](=[O:47])[NH:44]C(=O)[CH2:42]1.